Dataset: Reaction yield outcomes from USPTO patents with 853,638 reactions. Task: Predict the reaction yield, written as a fraction of the theoretical maximum amount of product (1.0 means a 100% yield; for example, 0.34 means a 34% yield). The reactants are [O:1]=[C:2]1[C:7]2[CH:8]=[CH:9][CH:10]=[CH:11][C:6]=2[S:5][C:4]([C:12]2[CH:17]=[C:16]([CH2:18][CH2:19][NH:20]C(=O)OC(C)(C)C)[CH:15]=[CH:14][N:13]=2)=[N:3]1.[F:28][C:29]([F:34])([F:33])[C:30]([OH:32])=[O:31]. No catalyst specified. The product is [F:28][C:29]([F:34])([F:33])[C:30]([OH:32])=[O:31].[NH2:20][CH2:19][CH2:18][C:16]1[CH:15]=[CH:14][N:13]=[C:12]([C:4]2[S:5][C:6]3[CH:11]=[CH:10][CH:9]=[CH:8][C:7]=3[C:2](=[O:1])[N:3]=2)[CH:17]=1. The yield is 0.890.